This data is from Full USPTO retrosynthesis dataset with 1.9M reactions from patents (1976-2016). The task is: Predict the reactants needed to synthesize the given product. (1) Given the product [OH:1][C:2]1[CH:3]=[C:4]([C:8]2[N:9]=[C:10]([N:28]3[CH2:29][CH2:30][O:31][CH2:32][CH2:33]3)[C:11]3[N:16]=[N:15][N:14]([CH2:17][C:18]4[CH:19]=[CH:20][C:21]([C:22]([OH:24])=[O:23])=[CH:26][CH:27]=4)[C:12]=3[N:13]=2)[CH:5]=[CH:6][CH:7]=1, predict the reactants needed to synthesize it. The reactants are: [OH:1][C:2]1[CH:3]=[C:4]([C:8]2[N:9]=[C:10]([N:28]3[CH2:33][CH2:32][O:31][CH2:30][CH2:29]3)[C:11]3[N:16]=[N:15][N:14]([CH2:17][C:18]4[CH:27]=[CH:26][C:21]([C:22]([O:24]C)=[O:23])=[CH:20][CH:19]=4)[C:12]=3[N:13]=2)[CH:5]=[CH:6][CH:7]=1.[OH-].[Na+].Cl. (2) Given the product [CH2:32]([O:44][CH2:43][N:4]1[C:3](=[O:18])[C:2]([CH3:1])=[CH:16][N:6]([C@@H:7]2[O:15][C@H:12]([CH2:13][OH:14])[C@@H:10]([OH:11])[C@H:8]2[OH:9])[C:5]1=[O:17])[C:33]1[CH:34]=[CH:35][CH:36]=[CH:37][CH:38]=1, predict the reactants needed to synthesize it. The reactants are: [CH3:1][C:2]1[C:3](=[O:18])[NH:4][C:5](=[O:17])[N:6]([CH:16]=1)[C@@H:7]1[O:15][C@H:12]([CH2:13][OH:14])[C@@H:10]([OH:11])[C@H:8]1[OH:9].[H-].[Na+].[CH2:32](C(OC(Cl)[CH2:32][C:33]1[CH:38]=[CH:37][CH:36]=[CH:35][CH:34]=1)Cl)[C:33]1[CH:38]=[CH:37][CH:36]=[CH:35][CH:34]=1.CN([CH:43]=[O:44])C. (3) Given the product [OH:1][CH2:2][C:3]([CH3:8])([CH3:7])[C:4]([O:6][CH2:9][C:10]1[CH:15]=[CH:14][CH:13]=[CH:12][CH:11]=1)=[O:5], predict the reactants needed to synthesize it. The reactants are: [OH:1][CH2:2][C:3]([CH3:8])([CH3:7])[C:4]([OH:6])=[O:5].[CH2:9](Br)[C:10]1[CH:15]=[CH:14][CH:13]=[CH:12][CH:11]=1.C([O-])([O-])=O.[Cs+].[Cs+]. (4) Given the product [Br:23][C:21]1[CH:20]=[CH:19][C:18]([O:24][CH2:25][C:26]2[CH:31]=[CH:30][C:29]([Cl:32])=[C:28]([Cl:33])[CH:27]=2)=[C:17]([C:12]2[N:11]([C:7]3[CH:6]=[C:5]([CH:10]=[CH:9][CH:8]=3)[C:4]([OH:34])=[O:3])[C:15]([CH3:16])=[CH:14][CH:13]=2)[CH:22]=1, predict the reactants needed to synthesize it. The reactants are: C([O:3][C:4](=[O:34])[C:5]1[CH:10]=[CH:9][CH:8]=[C:7]([N:11]2[C:15]([CH3:16])=[CH:14][CH:13]=[C:12]2[C:17]2[CH:22]=[C:21]([Br:23])[CH:20]=[CH:19][C:18]=2[O:24][CH2:25][C:26]2[CH:31]=[CH:30][C:29]([Cl:32])=[C:28]([Cl:33])[CH:27]=2)[CH:6]=1)C.[OH-].[Na+]. (5) Given the product [C:7]([CH2:6][NH:5][C:3]([C@@H:2]([NH:1][C:28]([C:25]1[CH:24]=[CH:23][C:22]([C:17]2[CH:18]=[CH:19][CH:20]=[CH:21][C:16]=2[Cl:15])=[CH:27][CH:26]=1)=[O:29])[CH2:9][C:10]1[S:11][CH:12]=[CH:13][N:14]=1)=[O:4])#[N:8], predict the reactants needed to synthesize it. The reactants are: [NH2:1][C@@H:2]([CH2:9][C:10]1[S:11][CH:12]=[CH:13][N:14]=1)[C:3]([NH:5][CH2:6][C:7]#[N:8])=[O:4].[Cl:15][C:16]1[CH:21]=[CH:20][CH:19]=[CH:18][C:17]=1[C:22]1[CH:27]=[CH:26][C:25]([C:28](O)=[O:29])=[CH:24][CH:23]=1. (6) The reactants are: [O:1]=[C:2]1[C:6]2[CH:7]=[CH:8][C:9]([CH:11]3[CH2:13][CH:12]3[N:14]3[CH2:19][CH2:18][N:17](C(OC(C)(C)C)=O)[CH2:16][CH2:15]3)=[CH:10][C:5]=2[CH2:4][O:3]1.Cl.O1CCOCC1. Given the product [N:14]1([CH:12]2[CH2:13][CH:11]2[C:9]2[CH:8]=[CH:7][C:6]3[C:2](=[O:1])[O:3][CH2:4][C:5]=3[CH:10]=2)[CH2:19][CH2:18][NH:17][CH2:16][CH2:15]1, predict the reactants needed to synthesize it. (7) Given the product [CH2:33]([O:35][C:36](=[O:39])[CH2:37][O:16][C:11]1[CH:10]=[C:9]([O:8][C:6]2[CH:5]=[CH:4][C:3]([CH:17]([CH3:32])[C:18]([OH:23])([C:24]3[CH:25]=[CH:26][C:27](=[O:31])[N:28]([CH3:30])[CH:29]=3)[C:19]([F:22])([F:20])[F:21])=[C:2]([Cl:1])[CH:7]=2)[CH:14]=[CH:13][C:12]=1[F:15])[CH3:34], predict the reactants needed to synthesize it. The reactants are: [Cl:1][C:2]1[CH:7]=[C:6]([O:8][C:9]2[CH:14]=[CH:13][C:12]([F:15])=[C:11]([OH:16])[CH:10]=2)[CH:5]=[CH:4][C:3]=1[CH:17]([CH3:32])[C:18]([C:24]1[CH:25]=[CH:26][C:27](=[O:31])[N:28]([CH3:30])[CH:29]=1)([OH:23])[C:19]([F:22])([F:21])[F:20].[CH2:33]([O:35][C:36](=[O:39])[CH2:37]Br)[CH3:34].C(=O)([O-])[O-].[Cs+].[Cs+]. (8) Given the product [CH:1]1([N:7]([CH3:17])[C:8]2[N:13]=[CH:12][N:11]=[C:10]([C:14]([NH:18][C:19]3[CH:24]=[CH:23][C:22]([S:25]([NH:28][CH2:29][CH:30]([OH:33])[CH2:31][OH:32])(=[O:27])=[O:26])=[CH:21][CH:20]=3)=[O:16])[CH:9]=2)[CH2:2][CH2:3][CH2:4][CH2:5][CH2:6]1, predict the reactants needed to synthesize it. The reactants are: [CH:1]1([N:7]([CH3:17])[C:8]2[N:13]=[CH:12][N:11]=[C:10]([C:14]([OH:16])=O)[CH:9]=2)[CH2:6][CH2:5][CH2:4][CH2:3][CH2:2]1.[NH2:18][C:19]1[CH:24]=[CH:23][C:22]([S:25]([NH:28][CH2:29][CH:30]([OH:33])[CH2:31][OH:32])(=[O:27])=[O:26])=[CH:21][CH:20]=1. (9) Given the product [C@@H:7]1([N:19]2[CH:26]=[CH:25][C:23]([NH2:24])=[N:22][C:20]2=[O:21])[O:8][C@H:9]([CH2:10][OH:11])[C@H:5]([OH:4])[C@H:6]1[OH:27], predict the reactants needed to synthesize it. The reactants are: C([O:4][C@H:5]1[C@@H:9]([CH2:10][O:11][Si](C(C)(C)C)(C)C)[O:8][C@@H:7]([N:19]2[CH:26]=[CH:25][C:23]([NH2:24])=[N:22][C:20]2=[O:21])[C@@H:6]1[O:27][Si](C(C)(C)C)(C)C)(=O)C.[F-].[NH4+].